Dataset: Tyrosyl-DNA phosphodiesterase HTS with 341,365 compounds. Task: Binary Classification. Given a drug SMILES string, predict its activity (active/inactive) in a high-throughput screening assay against a specified biological target. (1) The result is 0 (inactive). The molecule is S(=O)(=O)(N)c1cc(NC(=O)c2c(Oc3ccccc3)nccc2)ccc1. (2) The molecule is S1(=O)(=O)c2c(N(Cc3ccc(F)cc3)C(=O)c3c1cccc3)cc(C(=O)N(C1CCCCC1)C)cc2. The result is 0 (inactive). (3) The molecule is S(CC(=O)Nc1cc(c(N(CC)CC)cc1)C)c1sc(nn1)N. The result is 0 (inactive). (4) The molecule is S1\C(C(=O)N(CCNC(=O)Cc2c3c(oc2)cc(OC)cc3)C1=O)=C/c1ccc(OC)cc1. The result is 0 (inactive). (5) The drug is Fc1ccc(CC23N(CC=4C(C(C(=O)C4c4ccccc4)(C)C)=C2)C(=O)N(C3=O)CCc2ccccc2)cc1. The result is 0 (inactive).